This data is from HIV replication inhibition screening data with 41,000+ compounds from the AIDS Antiviral Screen. The task is: Binary Classification. Given a drug SMILES string, predict its activity (active/inactive) in a high-throughput screening assay against a specified biological target. (1) The molecule is CC1=C(c2ccccc2)CON(c2ccccc2)C1. The result is 0 (inactive). (2) The molecule is COc1ccc(C=C2C(=O)N(C=C3C(=O)Oc4ccccc4C3=O)C(=NC(C)=O)N2C)cc1OC. The result is 0 (inactive). (3) The molecule is CCCCCCC1C=CCCN1. The result is 0 (inactive). (4) The compound is Cn1c2ccccc2c2nnc(NN=Cc3cccs3)nc21. The result is 0 (inactive). (5) The molecule is O=C1c2cccc3c([N+](=O)[O-])ccc(c23)C(=O)N1NCCO. The result is 0 (inactive). (6) The molecule is C1=NN=C2N3CN4CCN5CN6CN7CCN(C3)[Ni-4]457([NH+]12)[NH+]1C=NN=C61. The result is 0 (inactive). (7) The drug is CN(O)C1CC(=O)OC1CO[Si](C)(C)C(C)(C)C. The result is 0 (inactive).